From a dataset of Retrosynthesis with 50K atom-mapped reactions and 10 reaction types from USPTO. Predict the reactants needed to synthesize the given product. (1) Given the product COC(=O)/C=C/c1cccc(F)c1, predict the reactants needed to synthesize it. The reactants are: O=C(O)/C=C/c1cccc(F)c1.O=C([O-])[O-]. (2) Given the product CC(C)C(O)c1ccc(C(=O)CCCCl)cc1, predict the reactants needed to synthesize it. The reactants are: CC(=O)OC(c1ccc(C(=O)CCCCl)cc1)C(C)C. (3) Given the product COc1ccc2c(c1)c(CC(=O)NCCNC(=O)c1ccc(OS(=O)(=O)c3ccc(C)cc3)cc1)c(C)n2C(=O)c1ccc(Cl)cc1, predict the reactants needed to synthesize it. The reactants are: COc1ccc2c(c1)c(CC(=O)NCCNC(=O)c1ccc(O)cc1)c(C)n2C(=O)c1ccc(Cl)cc1.Cc1ccc(S(=O)(=O)Cl)cc1. (4) Given the product Cc1ncccc1-c1cc(Cl)ncc1N(C)C(=O)C(C)(C)c1cc(C(F)(F)F)cc(C(F)(F)F)c1, predict the reactants needed to synthesize it. The reactants are: CC(C)(C(=O)Cl)c1cc(C(F)(F)F)cc(C(F)(F)F)c1.CNc1cnc(Cl)cc1-c1cccnc1C. (5) Given the product CS(=O)(=O)c1ccc(Oc2ccc([N+](=O)[O-])cc2)cn1, predict the reactants needed to synthesize it. The reactants are: CS(=O)(=O)c1ccc(O)cn1.O=[N+]([O-])c1ccc(F)cc1. (6) Given the product CC1CN(Cc2cc([N+](=O)[O-])cc3ccoc23)CCN1C(=O)OC(C)(C)C, predict the reactants needed to synthesize it. The reactants are: CC(C)(C)OC(=O)OC(=O)OC(C)(C)C.CC1CN(Cc2cc([N+](=O)[O-])cc3ccoc23)CCN1.